Dataset: Reaction yield outcomes from USPTO patents with 853,638 reactions. Task: Predict the reaction yield, written as a fraction of the theoretical maximum amount of product (1.0 means a 100% yield; for example, 0.34 means a 34% yield). (1) The reactants are [C:1]([C:4]1[CH:9]=[CH:8][C:7]([C:10]2[C:11]3[C:12]4[CH:24]=[CH:23][S:22][C:13]=4[C:14](=[O:21])[NH:15][C:16]=3[CH:17]=[CH:18][C:19]=2[OH:20])=[CH:6][CH:5]=1)(=[O:3])[CH3:2].[BH4-].[Na+].[H-].[Al+3].[Li+].[H-].[H-].[H-]. The catalyst is C(O)C. The product is [OH:20][C:19]1[CH:18]=[CH:17][C:16]2[NH:15][C:14](=[O:21])[C:13]3[S:22][CH:23]=[CH:24][C:12]=3[C:11]=2[C:10]=1[C:7]1[CH:8]=[CH:9][C:4]([CH:1]([OH:3])[CH3:2])=[CH:5][CH:6]=1. The yield is 0.0100. (2) The reactants are [S:1]1[C:5]2[CH:6]=[CH:7][CH:8]=[CH:9][C:4]=2[N:3]=[C:2]1[C:10]([C:25]#[N:26])=[C:11]([O:17]C(C1OC=CC=1)=O)[C:12]1[O:13][CH:14]=[CH:15][CH:16]=1.[OH-].[K+].O.Cl. The catalyst is C(O)C. The product is [S:1]1[C:5]2[CH:6]=[CH:7][CH:8]=[CH:9][C:4]=2[N:3]=[C:2]1[C:10](=[C:11]([C:12]1[O:13][CH:14]=[CH:15][CH:16]=1)[OH:17])[C:25]#[N:26]. The yield is 0.970. (3) The reactants are Br[C:2]1[N:3]=[C:4]([NH:23][CH2:24][CH:25]([CH3:27])[CH3:26])[C:5]2[N:6]([C:8]([C:11]3[CH:22]=[CH:21][C:14]([C:15]([NH:17][CH:18]4[CH2:20][CH2:19]4)=[O:16])=[CH:13][CH:12]=3)=[CH:9][N:10]=2)[CH:7]=1.C[C:29]([OH:33])([C:31]#[CH:32])C.[F-].[CH2:35]([N+:39](CCCC)(CCCC)CCCC)CCC.[CH2:52]1COC[CH2:53]1. The catalyst is Cl[Pd]Cl.C1(P(C2C=CC=CC=2)C2C=CC=CC=2)C=CC=CC=1. The product is [CH:18]1([NH:17][C:15](=[O:16])[C:14]2[CH:21]=[CH:22][C:11]([C:8]3[N:6]4[CH:7]=[C:2]([C:52]#[C:53][CH2:32][CH2:31][C:29]([NH:39][CH3:35])=[O:33])[N:3]=[C:4]([NH:23][CH2:24][CH:25]([CH3:27])[CH3:26])[C:5]4=[N:10][CH:9]=3)=[CH:12][CH:13]=2)[CH2:20][CH2:19]1. The yield is 0.850.